Dataset: Experimentally validated miRNA-target interactions with 360,000+ pairs, plus equal number of negative samples. Task: Binary Classification. Given a miRNA mature sequence and a target amino acid sequence, predict their likelihood of interaction. The miRNA is hsa-miR-6765-3p with sequence UCACCUGGCUGGCCCGCCCAG. The protein sequence of the target gene is MASTASEIIAFMVSISGWVLVSSTLPTDYWKVSTIDGTVITTATYWANLWKACVTDSTGVSNCKDFPSMLALDGYIQACRGLMIAAVSLGFFGSIFALFGMKCTKVGGSDKAKAKIACLAGIVFILSGLCSMTGCSLYANKITTEFFDPLFVEQKYELGAALFIGWAGASLCIIGGVIFCFSISDNNKTPRYTYNGATSVMSSRTKYHGGEDFKTTNPSKQFDKNAYV. Result: 0 (no interaction).